This data is from Full USPTO retrosynthesis dataset with 1.9M reactions from patents (1976-2016). The task is: Predict the reactants needed to synthesize the given product. (1) The reactants are: [Cl:1][C:2]1[CH:7]=[CH:6][CH:5]=[CH:4][C:3]=1[C:8]1[CH:9]=[C:10]([C:13]([NH:15][NH2:16])=[O:14])[NH:11][N:12]=1.[OH:17][C:18]1[CH:19]=[C:20]([CH:23]=[CH:24][C:25]=1[O:26][CH3:27])[CH:21]=O. Given the product [OH:17][C:18]1[CH:19]=[C:20]([CH:21]=[N:16][NH:15][C:13]([C:10]2[NH:11][N:12]=[C:8]([C:3]3[CH:4]=[CH:5][CH:6]=[CH:7][C:2]=3[Cl:1])[CH:9]=2)=[O:14])[CH:23]=[CH:24][C:25]=1[O:26][CH3:27], predict the reactants needed to synthesize it. (2) Given the product [Cl:21][C:15]1[CH:16]=[C:17]([Cl:20])[CH:18]=[CH:19][C:14]=1[CH:5]1[C:4]([C:22]([O:24][CH2:25][CH3:26])=[O:23])=[C:3]([CH2:2][N:34]2[CH2:35][CH2:36][O:37][CH2:38][CH:33]2[C:31](=[O:32])[NH:30][CH:27]([CH3:28])[CH3:29])[NH:8][C:7]([C:9]2[S:10][CH:11]=[CH:12][N:13]=2)=[N:6]1, predict the reactants needed to synthesize it. The reactants are: Br[CH2:2][C:3]1[NH:8][C:7]([C:9]2[S:10][CH:11]=[CH:12][N:13]=2)=[N:6][CH:5]([C:14]2[CH:19]=[CH:18][C:17]([Cl:20])=[CH:16][C:15]=2[Cl:21])[C:4]=1[C:22]([O:24][CH2:25][CH3:26])=[O:23].[CH:27]([NH:30][C:31]([CH:33]1[CH2:38][O:37][CH2:36][CH2:35][NH:34]1)=[O:32])([CH3:29])[CH3:28]. (3) Given the product [CH3:1][CH:2]([CH3:35])[C@H:3]([NH:11][C:12]([C@@H:14]1[CH2:19][CH2:18][CH2:17][C@H:16]([O:20][CH2:21][C:22]2[N:23]=[C:24]([C:28]3[CH:29]=[CH:30][C:31]([CH3:34])=[CH:32][CH:33]=3)[O:25][C:26]=2[CH3:27])[CH2:15]1)=[O:13])[C:4]([OH:6])=[O:5], predict the reactants needed to synthesize it. The reactants are: [CH3:1][CH:2]([CH3:35])[C@H:3]([NH:11][C:12]([C@@H:14]1[CH2:19][CH2:18][CH2:17][C@H:16]([O:20][CH2:21][C:22]2[N:23]=[C:24]([C:28]3[CH:33]=[CH:32][C:31]([CH3:34])=[CH:30][CH:29]=3)[O:25][C:26]=2[CH3:27])[CH2:15]1)=[O:13])[C:4]([O:6]C(C)(C)C)=[O:5].FC(F)(F)C(O)=O. (4) Given the product [Cl:15][C:16]1[CH:17]=[C:18]([C:2]2[CH:7]=[CH:6][C:5](/[CH:8]=[CH:9]/[C:10]([O:12][CH2:13][CH3:14])=[O:11])=[CH:4][CH:3]=2)[CH:19]=[C:20]([Cl:22])[CH:21]=1, predict the reactants needed to synthesize it. The reactants are: Br[C:2]1[CH:7]=[CH:6][C:5](/[CH:8]=[CH:9]/[C:10]([O:12][CH2:13][CH3:14])=[O:11])=[CH:4][CH:3]=1.[Cl:15][C:16]1[CH:17]=[C:18](B(O)O)[CH:19]=[C:20]([Cl:22])[CH:21]=1. (5) Given the product [Cl:11][C:12]1[N:17]=[C:16]([NH:1][C:2]2[CH:3]=[C:4]([CH2:8][C:9]#[N:10])[CH:5]=[CH:6][CH:7]=2)[C:15]([Cl:19])=[CH:14][N:13]=1.[NH2:13][C:5]1[CH:6]=[CH:7][CH:2]=[CH:3][C:4]=1[CH2:8][C:9]#[N:10], predict the reactants needed to synthesize it. The reactants are: [NH2:1][C:2]1[CH:3]=[C:4]([CH2:8][C:9]#[N:10])[CH:5]=[CH:6][CH:7]=1.[Cl:11][C:12]1[N:17]=[C:16](Cl)[C:15]([Cl:19])=[CH:14][N:13]=1. (6) Given the product [N+:1]([C:4]1[CH:9]=[CH:8][C:7]([C:10]2[CH:11]=[CH:12][C:13]([N+:16]([O-:18])=[O:17])=[CH:14][CH:15]=2)=[C:6]([N:19]=[N+:28]=[N-:29])[CH:5]=1)([O-:3])=[O:2], predict the reactants needed to synthesize it. The reactants are: [N+:1]([C:4]1[CH:5]=[C:6]([NH2:19])[C:7]([C:10]2[CH:15]=[CH:14][C:13]([N+:16]([O-:18])=[O:17])=[CH:12][CH:11]=2)=[CH:8][CH:9]=1)([O-:3])=[O:2].N([O-])=O.[Na+].NC(N)=O.[N-:28]=[N+:29]=[N-].[Na+]. (7) Given the product [CH3:1][O:2][C:3]1[C:4]([CH:12]([C:18]2[CH:23]=[CH:22][CH:21]=[CH:20][CH:19]=2)[CH2:13][C:14]([NH:16][CH3:17])=[O:15])=[CH:5][CH:6]=[C:7]2[C:11]=1[NH:10][CH:9]=[CH:8]2, predict the reactants needed to synthesize it. The reactants are: [CH3:1][O:2][C:3]1[C:4]([C:12]([C:18]2[CH:23]=[CH:22][CH:21]=[CH:20][CH:19]=2)=[CH:13][C:14]([NH:16][CH3:17])=[O:15])=[CH:5][CH:6]=[C:7]2[C:11]=1[NH:10][CH:9]=[CH:8]2.N1C2C(=CC=CC=2C(C2C=CC=CC=2)CC(NC)=O)C=C1. (8) Given the product [C:38]1([NH:37][C:25](=[O:26])[C:24]2[CH:23]=[CH:22][C:21]([CH2:20][O:19][C:14]3[CH:15]=[C:16]4[C:11](=[CH:12][CH:13]=3)[CH2:10][CH:9]([CH2:8][CH2:7][N:1]3[CH2:6][CH2:5][CH2:4][CH2:3][CH2:2]3)[CH2:18][CH2:17]4)=[CH:29][CH:28]=2)[CH:43]=[CH:42][CH:41]=[CH:40][CH:39]=1, predict the reactants needed to synthesize it. The reactants are: [N:1]1([CH2:7][CH2:8][CH:9]2[CH2:18][CH2:17][C:16]3[C:11](=[CH:12][CH:13]=[C:14]([O:19][CH2:20][C:21]4[CH:29]=[CH:28][C:24]([C:25]([O-])=[O:26])=[CH:23][CH:22]=4)[CH:15]=3)[CH2:10]2)[CH2:6][CH2:5][CH2:4][CH2:3][CH2:2]1.CC(C)(C)C(Cl)=O.[NH2:37][C:38]1[CH:43]=[CH:42][CH:41]=[CH:40][CH:39]=1.C(=O)(O)[O-].[Na+]. (9) Given the product [F:25][C:23]1[CH:24]=[C:19]2[C:20](=[C:21]([F:27])[C:22]=1[F:26])[C:15](=[O:16])[CH:14]([C@H:11]1[CH2:10][CH2:9][C@H:8]([CH2:5][CH2:6][CH3:7])[CH2:13][CH2:12]1)[CH2:18]2, predict the reactants needed to synthesize it. The reactants are: S(Cl)(Cl)=O.[CH2:5]([C@H:8]1[CH2:13][CH2:12][C@H:11]([CH:14]([CH2:18][C:19]2[CH:24]=[C:23]([F:25])[C:22]([F:26])=[C:21]([F:27])[CH:20]=2)[C:15](O)=[O:16])[CH2:10][CH2:9]1)[CH2:6][CH3:7].[Cl-].[Al+3].[Cl-].[Cl-].Cl. (10) Given the product [Br:14][CH2:12][C:11]([C:8]1[CH:9]=[CH:10][C:5]([S:2]([CH3:1])(=[O:3])=[O:4])=[CH:6][CH:7]=1)=[O:13], predict the reactants needed to synthesize it. The reactants are: [CH3:1][S:2]([C:5]1[CH:10]=[CH:9][C:8]([C:11](=[O:13])[CH3:12])=[CH:7][CH:6]=1)(=[O:4])=[O:3].[Br:14]Br.O.